From a dataset of Reaction yield outcomes from USPTO patents with 853,638 reactions. Predict the reaction yield, written as a fraction of the theoretical maximum amount of product (1.0 means a 100% yield; for example, 0.34 means a 34% yield). (1) The reactants are [F:1][C:2]1[CH:3]=[CH:4][C:5]([NH:8][CH2:9][C@@H:10]2[CH2:15][CH2:14][C@H:13]([CH3:16])[CH2:12][N:11]2C(OC(C)(C)C)=O)=[N:6][CH:7]=1.C(O)(C(F)(F)F)=O. The catalyst is C(Cl)Cl. The product is [F:1][C:2]1[CH:3]=[CH:4][C:5]([NH:8][CH2:9][C@@H:10]2[CH2:15][CH2:14][C@H:13]([CH3:16])[CH2:12][NH:11]2)=[N:6][CH:7]=1. The yield is 0.950. (2) The reactants are [NH:1]1[C:9]2[C:4](=[CH:5][C:6]([CH2:10][NH2:11])=[CH:7][CH:8]=2)[CH:3]=[CH:2]1.[CH2:12]([N:20]=[C:21]=[O:22])[CH2:13][C:14]1[CH:19]=[CH:18][CH:17]=[CH:16][CH:15]=1. No catalyst specified. The product is [NH:1]1[C:9]2[C:4](=[CH:5][C:6]([CH2:10][NH:11][C:21]([NH:20][CH2:12][CH2:13][C:14]3[CH:19]=[CH:18][CH:17]=[CH:16][CH:15]=3)=[O:22])=[CH:7][CH:8]=2)[CH:3]=[CH:2]1. The yield is 0.760.